From a dataset of NCI-60 drug combinations with 297,098 pairs across 59 cell lines. Regression. Given two drug SMILES strings and cell line genomic features, predict the synergy score measuring deviation from expected non-interaction effect. Drug 1: CS(=O)(=O)CCNCC1=CC=C(O1)C2=CC3=C(C=C2)N=CN=C3NC4=CC(=C(C=C4)OCC5=CC(=CC=C5)F)Cl. Drug 2: CCN(CC)CCCC(C)NC1=C2C=C(C=CC2=NC3=C1C=CC(=C3)Cl)OC. Cell line: HCT-15. Synergy scores: CSS=35.6, Synergy_ZIP=-5.90, Synergy_Bliss=-1.60, Synergy_Loewe=-4.56, Synergy_HSA=-0.592.